Dataset: Full USPTO retrosynthesis dataset with 1.9M reactions from patents (1976-2016). Task: Predict the reactants needed to synthesize the given product. (1) The reactants are: O.[NH2:2][C:3]1[NH:12][C:11](=[O:13])[C:10]2[C:5](=[N:6][CH:7]=[C:8]([CH2:14][NH:15][C:16]3[CH:66]=[CH:65][C:19]([C:20]([NH:22][C@@H:23]([CH2:27][CH2:28][C:29]([NH:31][C@@H:32]([CH2:61][C:62]([OH:64])=[O:63])[C:33]([NH:35][C@@H:36]([CH2:54][CH2:55][CH2:56][NH:57][C:58]([NH2:60])=[NH:59])[C:37]([NH:39][C@@H:40]([CH2:50][C:51]([OH:53])=[O:52])[C:41]([NH:43][C@@H:44]([C:47]([OH:49])=[O:48])[CH2:45][SH:46])=[O:42])=[O:38])=[O:34])=[O:30])[C:24]([OH:26])=[O:25])=[O:21])=[CH:18][CH:17]=3)[N:9]=2)[N:4]=1.[C:67](=[O:116])([O:105][CH2:106][CH2:107][S:108]SC1C=CC=CN=1)[O:68][CH2:69][CH2:70][N:71]1[C@@H:87]2[C@H:72]1[CH2:73][CH2:74][CH2:75][C@H:76]([CH3:104])[C@H:77]([OH:103])[C@@H:78]([CH3:102])[C:79](=[O:101])[C:80]([CH3:100])([CH3:99])[C@@H:81]([OH:98])[CH2:82][C:83](=[O:97])[O:84][C@H:85](/[C:88](/[CH3:96])=[CH:89]/[C:90]1[N:91]=[C:92]([CH3:95])[S:93][CH:94]=1)[CH2:86]2. Given the product [NH2:2][C:3]1[NH:12][C:11](=[O:13])[C:10]2[C:5](=[N:6][CH:7]=[C:8]([CH2:14][NH:15][C:16]3[CH:66]=[CH:65][C:19]([C:20]([NH:22][C@@H:23]([CH2:27][CH2:28][C:29]([NH:31][C@@H:32]([CH2:61][C:62]([OH:64])=[O:63])[C:33]([NH:35][C@@H:36]([CH2:54][CH2:55][CH2:56][NH:57][C:58]([NH2:60])=[NH:59])[C:37]([NH:39][C@@H:40]([CH2:50][C:51]([OH:53])=[O:52])[C:41]([NH:43][C@H:44]([C:47]([OH:49])=[O:48])[CH2:45][S:46][S:108][CH2:107][CH2:106][O:105][C:67]([O:68][CH2:69][CH2:70][N:71]4[C@@H:87]5[C@H:72]4[CH2:73][CH2:74][CH2:75][C@H:76]([CH3:104])[C@H:77]([OH:103])[C@@H:78]([CH3:102])[C:79](=[O:101])[C:80]([CH3:99])([CH3:100])[C@@H:81]([OH:98])[CH2:82][C:83](=[O:97])[O:84][C@H:85](/[C:88](/[CH3:96])=[CH:89]/[C:90]4[N:91]=[C:92]([CH3:95])[S:93][CH:94]=4)[CH2:86]5)=[O:116])=[O:42])=[O:38])=[O:34])=[O:30])[C:24]([OH:26])=[O:25])=[O:21])=[CH:18][CH:17]=3)[N:9]=2)[N:4]=1, predict the reactants needed to synthesize it. (2) Given the product [CH3:21][C:22]1[CH:27]=[CH:26][C:25]([CH3:28])=[CH:24][C:23]=1[CH2:29][C:30]([NH:20][C:12]1([C:10]([O:9][CH3:8])=[O:11])[CH2:17][CH2:16][N:15]([O:18][CH3:19])[CH2:14][CH2:13]1)=[O:31], predict the reactants needed to synthesize it. The reactants are: C(=O)([O-])[O-].[K+].[K+].Cl.[CH3:8][O:9][C:10]([C:12]1([NH2:20])[CH2:17][CH2:16][N:15]([O:18][CH3:19])[CH2:14][CH2:13]1)=[O:11].[CH3:21][C:22]1[CH:27]=[CH:26][C:25]([CH3:28])=[CH:24][C:23]=1[CH2:29][C:30](Cl)=[O:31].O. (3) The reactants are: Cl[C:2]1[N:7]=[C:6](Cl)[C:5]([Cl:9])=[CH:4][N:3]=1.[CH:10]1([NH2:16])[CH2:15][CH2:14][CH2:13][CH2:12][CH2:11]1.[CH3:17][C:18]1[CH:22]=[C:21]([CH3:23])[NH:20][N:19]=1. Given the product [Cl:9][C:5]1[C:6]([NH:16][CH:10]2[CH2:15][CH2:14][CH2:13][CH2:12][CH2:11]2)=[N:7][C:2]([N:19]2[C:18]([CH3:17])=[CH:22][C:21]([CH3:23])=[N:20]2)=[N:3][CH:4]=1, predict the reactants needed to synthesize it. (4) Given the product [CH2:22]([C:29]1[CH:34]=[C:33]([Cl:35])[CH:32]=[CH:31][C:30]=1[O:36][C:15]1[CH:14]=[C:13]([CH:18]=[CH:17][CH:16]=1)[O:12][C:9]1[CH:10]=[CH:11][C:6]([CH2:5][CH2:4][C:3]([OH:2])=[O:21])=[C:7]([CH3:20])[CH:8]=1)[C:23]1[CH:24]=[CH:25][CH:26]=[CH:27][CH:28]=1, predict the reactants needed to synthesize it. The reactants are: C[O:2][C:3](=[O:21])[CH2:4][CH2:5][C:6]1[CH:11]=[CH:10][C:9]([O:12][C:13]2[CH:18]=[CH:17][CH:16]=[C:15](Br)[CH:14]=2)=[CH:8][C:7]=1[CH3:20].[CH2:22]([C:29]1[CH:34]=[C:33]([Cl:35])[CH:32]=[CH:31][C:30]=1[OH:36])[C:23]1[CH:28]=[CH:27][CH:26]=[CH:25][CH:24]=1.CC(C)(C(=O)CC(=O)C(C)(C)C)C.C(=O)([O-])[O-].[Cs+].[Cs+].[OH-].[Na+]. (5) Given the product [OH:14][C:5]1[CH:6]=[C:7]([CH:12]=[CH:13][C:4]=1[C:1](=[NH:15])[CH3:2])[C:8]([O:10][CH3:11])=[O:9], predict the reactants needed to synthesize it. The reactants are: [C:1]([C:4]1[CH:13]=[CH:12][C:7]([C:8]([O:10][CH3:11])=[O:9])=[CH:6][C:5]=1[OH:14])(=O)[CH3:2].[NH3:15]. (6) The reactants are: Cl[CH:2]([C:19]1[CH:24]=[CH:23][CH:22]=[CH:21][CH:20]=1)[C:3]([C:5]1[C:13]2[C:8](=[CH:9][CH:10]=[C:11]([F:14])[CH:12]=2)[N:7]([CH2:15][CH2:16][CH2:17][OH:18])[CH:6]=1)=[O:4].[CH3:25][O:26][C:27]1[CH:28]=[C:29]([CH:31]=[C:32]([O:34][CH3:35])[CH:33]=1)[NH2:30]. Given the product [CH3:35][O:34][C:32]1[CH:31]=[C:29]([NH:30][CH:2]([C:19]2[CH:24]=[CH:23][CH:22]=[CH:21][CH:20]=2)[C:3]([C:5]2[C:13]3[C:8](=[CH:9][CH:10]=[C:11]([F:14])[CH:12]=3)[N:7]([CH2:15][CH2:16][CH2:17][OH:18])[CH:6]=2)=[O:4])[CH:28]=[C:27]([O:26][CH3:25])[CH:33]=1, predict the reactants needed to synthesize it. (7) Given the product [ClH:1].[CH2:16]([O:18][C:10](=[NH:11])[CH2:9][O:8][C:7]1[CH:12]=[CH:13][C:4]([C:3]([F:14])([F:15])[F:2])=[CH:5][CH:6]=1)[CH3:17], predict the reactants needed to synthesize it. The reactants are: [ClH:1].[F:2][C:3]([F:15])([F:14])[C:4]1[CH:13]=[CH:12][C:7]([O:8][CH2:9][C:10]#[N:11])=[CH:6][CH:5]=1.[CH2:16]([OH:18])[CH3:17]. (8) The reactants are: C([O:3][C:4](=[O:27])[CH2:5][CH2:6][CH2:7][C:8]1[CH:13]=[CH:12][C:11]([N:14]2[CH2:22][C:21]3[C:16](=[CH:17][CH:18]=[C:19]([N:23]([CH3:25])[CH3:24])[CH:20]=3)[C:15]2=[O:26])=[CH:10][CH:9]=1)C.[OH-].[Na+].Cl. Given the product [CH3:25][N:23]([CH3:24])[C:19]1[CH:20]=[C:21]2[C:16](=[CH:17][CH:18]=1)[C:15](=[O:26])[N:14]([C:11]1[CH:12]=[CH:13][C:8]([CH2:7][CH2:6][CH2:5][C:4]([OH:27])=[O:3])=[CH:9][CH:10]=1)[CH2:22]2, predict the reactants needed to synthesize it. (9) Given the product [CH3:12][O:11][C:3]1[CH:4]=[C:5]([N+:8]([O-:10])=[O:9])[CH:6]=[CH:7][C:2]=1[C:23]1[CH2:24][CH2:25][N:20]([C:18]([O:17][C:13]([CH3:16])([CH3:15])[CH3:14])=[O:19])[CH2:21][CH:22]=1, predict the reactants needed to synthesize it. The reactants are: Br[C:2]1[CH:7]=[CH:6][C:5]([N+:8]([O-:10])=[O:9])=[CH:4][C:3]=1[O:11][CH3:12].[C:13]([O:17][C:18]([N:20]1[CH2:25][CH:24]=[C:23](B2OC(C)(C)C(C)(C)O2)[CH2:22][CH2:21]1)=[O:19])([CH3:16])([CH3:15])[CH3:14].C(=O)([O-])[O-].[Na+].[Na+].O1CCOCC1. (10) Given the product [Br:1][C:2]1[CH:22]=[CH:21][C:5]2[N:6]=[C:7]([C@@H:9]3[CH2:13][CH2:12][CH2:11][N:10]3[C:14]([O:16][C:17]([CH3:19])([CH3:18])[CH3:20])=[O:15])[N:8]([CH2:32][O:31][CH2:30][CH2:29][Si:26]([CH3:28])([CH3:27])[CH3:25])[C:4]=2[CH:3]=1, predict the reactants needed to synthesize it. The reactants are: [Br:1][C:2]1[CH:22]=[CH:21][C:5]2[NH:6][C:7]([C@@H:9]3[CH2:13][CH2:12][CH2:11][N:10]3[C:14]([O:16][C:17]([CH3:20])([CH3:19])[CH3:18])=[O:15])=[N:8][C:4]=2[CH:3]=1.[H-].[Na+].[CH3:25][Si:26]([CH2:29][CH2:30][O:31][CH2:32]Cl)([CH3:28])[CH3:27].